From a dataset of Forward reaction prediction with 1.9M reactions from USPTO patents (1976-2016). Predict the product of the given reaction. (1) Given the reactants Cl[C:2]1[CH:11]=[CH:10][C:9]2[C:8](=[O:12])[CH2:7][C:6]([CH3:14])([CH3:13])[CH2:5][C:4]=2[N:3]=1.[CH3:15][O:16][C:17]1[CH:22]=[CH:21][C:20]([NH2:23])=[CH:19][CH:18]=1.CCC([O-])(C)C.[Na+], predict the reaction product. The product is: [CH3:15][O:16][C:17]1[CH:22]=[CH:21][C:20]([NH:23][C:2]2[CH:11]=[CH:10][C:9]3[C:8](=[O:12])[CH2:7][C:6]([CH3:14])([CH3:13])[CH2:5][C:4]=3[N:3]=2)=[CH:19][CH:18]=1. (2) The product is: [CH2:1]([C@@H:3]1[CH2:7][O:6][C:5]([C:8]2[NH:12][C:11]([C:13]3[CH:14]=[C:15]([CH:16]=[C:17]([O:19][C@@H:20]([CH3:24])[CH2:21][O:22][CH3:23])[CH:18]=3)[O:25][C:27]3[CH:32]=[N:31][C:30]([S:33]([CH3:36])(=[O:35])=[O:34])=[CH:29][N:28]=3)=[CH:10][CH:9]=2)=[N:4]1)[CH3:2]. Given the reactants [CH2:1]([C@@H:3]1[CH2:7][O:6][C:5]([C:8]2[NH:12][C:11]([C:13]3[CH:14]=[C:15]([OH:25])[CH:16]=[C:17]([O:19][C@@H:20]([CH3:24])[CH2:21][O:22][CH3:23])[CH:18]=3)=[CH:10][CH:9]=2)=[N:4]1)[CH3:2].Cl[C:27]1[CH:32]=[N:31][C:30]([S:33]([CH3:36])(=[O:35])=[O:34])=[CH:29][N:28]=1.C(=O)([O-])[O-].[Cs+].[Cs+].O, predict the reaction product. (3) Given the reactants [CH2:1]([O:3][C:4](=[O:25])[CH2:5][CH2:6][CH2:7][N:8]1[C:13]2[CH:14]=[CH:15][CH:16]=[C:17]([CH:18]([CH3:20])[CH3:19])[C:12]=2[O:11][CH:10]([CH:21]([CH3:23])[CH3:22])[C:9]1=O)[CH3:2].COC1C=CC(P2(SP(C3C=CC(OC)=CC=3)(=S)S2)=[S:35])=CC=1.C(=O)([O-])O.[Na+], predict the reaction product. The product is: [CH2:1]([O:3][C:4](=[O:25])[CH2:5][CH2:6][CH2:7][N:8]1[C:13]2[CH:14]=[CH:15][CH:16]=[C:17]([CH:18]([CH3:20])[CH3:19])[C:12]=2[O:11][CH:10]([CH:21]([CH3:23])[CH3:22])[C:9]1=[S:35])[CH3:2]. (4) Given the reactants C(C1C=CC([S:9]([Cl:12])(=[O:11])=[O:10])=CC=1OCC)#N.[Cl:16][C:17]1[CH:22]=[C:21]([F:23])[C:20]([N+]([O-])=O)=[CH:19][C:18]=1[O:27][CH3:28], predict the reaction product. The product is: [Cl:16][C:17]1[C:18]([O:27][CH3:28])=[CH:19][C:20]([S:9]([Cl:12])(=[O:11])=[O:10])=[C:21]([F:23])[CH:22]=1. (5) Given the reactants COC1C=CC(C[N:8]([C:32]2[S:33][CH:34]=[CH:35][N:36]=2)[S:9]([C:12]2[CH:13]=[CH:14][C:15]3[N:20]([C:21]4[CH:26]=[CH:25][CH:24]=[CH:23][C:22]=4[S:27]([CH3:30])(=[O:29])=[O:28])[CH2:19][CH2:18][O:17][C:16]=3[CH:31]=2)(=[O:11])=[O:10])=CC=1.C(O)(C(F)(F)F)=O, predict the reaction product. The product is: [CH3:30][S:27]([C:22]1[CH:23]=[CH:24][CH:25]=[CH:26][C:21]=1[N:20]1[CH2:19][CH2:18][O:17][C:16]2[CH:31]=[C:12]([S:9]([NH:8][C:32]3[S:33][CH:34]=[CH:35][N:36]=3)(=[O:10])=[O:11])[CH:13]=[CH:14][C:15]1=2)(=[O:29])=[O:28]. (6) Given the reactants [Br:1][C:2]1[CH:14]=[CH:13][C:12]2[C:11]3[C:6](=[CH:7][C:8]([Br:15])=[CH:9][CH:10]=3)[C:5](=[C:16](SC)SC)[C:4]=2[CH:3]=1.[CH2:21]([Mg]Br)[CH2:22][CH2:23][CH2:24][CH2:25][CH2:26][CH2:27][CH3:28], predict the reaction product. The product is: [Br:1][C:2]1[CH:14]=[CH:13][C:12]2[C:11]3[C:6](=[CH:7][C:8]([Br:15])=[CH:9][CH:10]=3)[C:5](=[C:16]([CH2:13][CH2:14][CH2:2][CH2:3][CH2:4][CH2:12][CH2:11][CH3:10])[CH2:21][CH2:22][CH2:23][CH2:24][CH2:25][CH2:26][CH2:27][CH3:28])[C:4]=2[CH:3]=1.